From a dataset of Full USPTO retrosynthesis dataset with 1.9M reactions from patents (1976-2016). Predict the reactants needed to synthesize the given product. (1) The reactants are: [H-].[Na+].[CH3:3][OH:4].[Cl:5][C:6]1[CH:22]=[C:21]([Cl:23])[CH:20]=[CH:19][C:7]=1[CH2:8][NH:9][C:10](=[O:18])[C:11]1[CH:16]=[CH:15][C:14](F)=[N:13][CH:12]=1. Given the product [Cl:5][C:6]1[CH:22]=[C:21]([Cl:23])[CH:20]=[CH:19][C:7]=1[CH2:8][NH:9][C:10](=[O:18])[C:11]1[CH:16]=[CH:15][C:14]([O:4][CH3:3])=[N:13][CH:12]=1, predict the reactants needed to synthesize it. (2) Given the product [F:1][C:2]1[CH:33]=[CH:32][C:5]([CH2:6][CH2:7][C:8]2[CH:17]=[CH:16][C:15]([O:18][CH:19]([C:27]3[S:28][CH:29]=[CH:30][N:31]=3)[CH2:20][C:21]3[N:25]([CH3:26])[CH:24]=[N:23][CH:22]=3)=[CH:14][C:9]=2[C:10]([OH:12])=[O:11])=[CH:4][CH:3]=1, predict the reactants needed to synthesize it. The reactants are: [F:1][C:2]1[CH:33]=[CH:32][C:5]([CH2:6][CH2:7][C:8]2[CH:17]=[CH:16][C:15]([O:18][CH:19]([C:27]3[S:28][CH:29]=[CH:30][N:31]=3)[CH2:20][C:21]3[N:25]([CH3:26])[CH:24]=[N:23][CH:22]=3)=[CH:14][C:9]=2[C:10]([O:12]C)=[O:11])=[CH:4][CH:3]=1.[OH-].[Na+]. (3) The reactants are: [NH2:1][OH:2].O.[F:4][C:5]1[CH:6]=[CH:7][C:8]([CH3:15])=[C:9]([S:11](Cl)(=[O:13])=[O:12])[CH:10]=1.S(Cl)(Cl)(=O)=O. Given the product [F:4][C:5]1[CH:6]=[CH:7][C:8]([CH3:15])=[C:9]([S:11]([NH:1][OH:2])(=[O:13])=[O:12])[CH:10]=1, predict the reactants needed to synthesize it. (4) Given the product [CH3:42][C:32]1[C:31]([CH2:30][N:27]2[CH2:26][CH2:25][N:24]([C:19]3[C:18]([C:15]4[CH:16]=[CH:17][C:12]([CH2:11][N:4]5[N:5]=[CH:6][CH:7]=[N:3]5)=[CH:13][CH:14]=4)=[N:23][CH:22]=[CH:21][N:20]=3)[CH2:29][CH2:28]2)=[CH:35][N:34]([C:36]2[CH:41]=[CH:40][CH:39]=[CH:38][CH:37]=2)[N:33]=1, predict the reactants needed to synthesize it. The reactants are: [H-].[Na+].[NH:3]1[CH:7]=[CH:6][N:5]=[N:4]1.[I-].[Na+].Cl[CH2:11][C:12]1[CH:17]=[CH:16][C:15]([C:18]2[C:19]([N:24]3[CH2:29][CH2:28][N:27]([CH2:30][C:31]4[C:32]([CH3:42])=[N:33][N:34]([C:36]5[CH:41]=[CH:40][CH:39]=[CH:38][CH:37]=5)[CH:35]=4)[CH2:26][CH2:25]3)=[N:20][CH:21]=[CH:22][N:23]=2)=[CH:14][CH:13]=1. (5) Given the product [NH2:8][C:9]1[N:14]=[C:13]([CH3:15])[N:12]=[C:11]([C:16]2[C:17]([NH:22][C:23]3[CH:24]=[CH:25][C:26]([NH:29][C:30]([NH:32][C:33]4[CH:34]=[CH:35][CH:36]=[CH:37][CH:38]=4)=[O:31])=[N:27][CH:28]=3)=[N:18][CH:19]=[CH:20][CH:21]=2)[N:10]=1, predict the reactants needed to synthesize it. The reactants are: COC1C=CC(C[N:8](CC2C=CC(OC)=CC=2)[C:9]2[N:14]=[C:13]([CH3:15])[N:12]=[C:11]([C:16]3[C:17]([NH:22][C:23]4[CH:24]=[CH:25][C:26]([NH:29][C:30]([NH:32][C:33]5[CH:38]=[CH:37][CH:36]=[CH:35][CH:34]=5)=[O:31])=[N:27][CH:28]=4)=[N:18][CH:19]=[CH:20][CH:21]=3)[N:10]=2)=CC=1.FC(F)(F)S(O)(=O)=O.C(=O)(O)[O-].[Na+].